From a dataset of Full USPTO retrosynthesis dataset with 1.9M reactions from patents (1976-2016). Predict the reactants needed to synthesize the given product. Given the product [Cl:1][C:2]1[CH:7]=[CH:6][C:5]([C:8]2[CH:13]=[C:12]([CH2:14][OH:17])[N:11]3[N:18]=[CH:19][C:20]([C:21]#[C:22][C:24]4[S:28][C:27]([S:29]([NH2:32])(=[O:31])=[O:30])=[CH:26][CH:25]=4)=[C:10]3[N:9]=2)=[CH:4][CH:3]=1, predict the reactants needed to synthesize it. The reactants are: [Cl:1][C:2]1[CH:7]=[CH:6][C:5]([C:8]2[CH:13]=[C:12]([C:14]([OH:17])(C)C)[N:11]3[N:18]=[CH:19][C:20]([C:21]#[CH:22])=[C:10]3[N:9]=2)=[CH:4][CH:3]=1.Br[C:24]1[S:28][C:27]([S:29]([NH2:32])(=[O:31])=[O:30])=[CH:26][CH:25]=1.